From a dataset of Forward reaction prediction with 1.9M reactions from USPTO patents (1976-2016). Predict the product of the given reaction. (1) Given the reactants O1CCCCC1[O:7][CH:8]([CH2:27][CH2:28][CH2:29][CH2:30][CH2:31][C:32]([CH3:43])([CH3:42])[CH2:33][C:34](=[O:41])[C:35]1[CH:40]=[CH:39][CH:38]=[N:37][CH:36]=1)[CH2:9][CH2:10][CH2:11][CH2:12][CH2:13][C:14]([CH3:26])([CH3:25])[CH2:15][O:16][C:17](=[O:24])[C:18]1[CH:23]=[CH:22][CH:21]=[N:20][CH:19]=1.C(O)(=O)C.C1COCC1, predict the reaction product. The product is: [OH:7][CH:8]([CH2:27][CH2:28][CH2:29][CH2:30][CH2:31][C:32]([CH3:43])([CH3:42])[CH2:33][C:34](=[O:41])[C:35]1[CH:40]=[CH:39][CH:38]=[N:37][CH:36]=1)[CH2:9][CH2:10][CH2:11][CH2:12][CH2:13][C:14]([CH3:26])([CH3:25])[CH2:15][O:16][C:17](=[O:24])[C:18]1[CH:23]=[CH:22][CH:21]=[N:20][CH:19]=1. (2) Given the reactants [CH3:1][Si:2]([CH3:9])([CH3:8])N[Si:2]([CH3:9])([CH3:8])[CH3:1].C([Li])CCC.[F:15][C:16]1[CH:17]=[CH:18][C:19]([CH3:24])=[C:20]([CH:23]=1)[CH:21]=O.C[Si](Cl)(C)C.C([N:32](CC)CC)C.[Cl:37][CH2:38][C:39](Cl)=[O:40], predict the reaction product. The product is: [Cl:37][CH:38]=[C:39]([O:40][Si:2]([CH3:9])([CH3:8])[CH3:1])[N:32]=[CH:21][C:20]1[CH:23]=[C:16]([F:15])[CH:17]=[CH:18][C:19]=1[CH3:24]. (3) Given the reactants I[C:2]1[C:6]([CH2:7][N:8]([CH3:19])[CH2:9][CH2:10][NH:11][C:12](=[O:18])[O:13][C:14]([CH3:17])([CH3:16])[CH3:15])=[CH:5][N:4]([CH:20]2[CH2:25][CH2:24][CH2:23][CH2:22][O:21]2)[N:3]=1.[O-]P([O-])([O-])=O.[K+].[K+].[K+].[CH3:34][N:35]1[C:43]2[C:38](=[CH:39][CH:40]=[C:41](B(O)O)[CH:42]=2)[CH:37]=[N:36]1.C(Cl)Cl, predict the reaction product. The product is: [CH3:19][N:8]([CH2:7][C:6]1[C:2]([C:41]2[CH:42]=[C:43]3[C:38]([CH:37]=[N:36][N:35]3[CH3:34])=[CH:39][CH:40]=2)=[N:3][N:4]([CH:20]2[CH2:25][CH2:24][CH2:23][CH2:22][O:21]2)[CH:5]=1)[CH2:9][CH2:10][NH:11][C:12](=[O:18])[O:13][C:14]([CH3:17])([CH3:16])[CH3:15].